From a dataset of Reaction yield outcomes from USPTO patents with 853,638 reactions. Predict the reaction yield, written as a fraction of the theoretical maximum amount of product (1.0 means a 100% yield; for example, 0.34 means a 34% yield). The reactants are [OH:1][C:2]1[CH:7]=[CH:6][CH:5]=[CH:4][C:3]=1[C:8](/[C:10](=[CH:18]\[C:19]1[CH:28]=[CH:27][C:26]2[C:21](=[CH:22][CH:23]=[CH:24][CH:25]=2)[CH:20]=1)/C(OC(C)(C)C)=O)=[O:9].C1(C)C=CC(S(O)(=O)=O)=CC=1. The catalyst is NC(N)=S.C1(C)C=CC=CC=1. The product is [CH:20]1[C:21]2[C:26](=[CH:25][CH:24]=[CH:23][CH:22]=2)[CH:27]=[CH:28][C:19]=1[C@H:18]1[CH2:10][C:8](=[O:9])[C:3]2[C:2](=[CH:7][CH:6]=[CH:5][CH:4]=2)[O:1]1. The yield is 0.890.